From a dataset of Forward reaction prediction with 1.9M reactions from USPTO patents (1976-2016). Predict the product of the given reaction. (1) Given the reactants Cl[CH2:2][C@@H:3]1[O:7][C:6](=[O:8])[N:5]([C:9]2[CH:14]=[CH:13][C:12]([Cl:15])=[CH:11][N:10]=2)[CH2:4]1.[N-:16]=[N+:17]=[N-:18].[Na+], predict the reaction product. The product is: [N:16]([CH2:2][C@@H:3]1[O:7][C:6](=[O:8])[N:5]([C:9]2[CH:14]=[CH:13][C:12]([Cl:15])=[CH:11][N:10]=2)[CH2:4]1)=[N+:17]=[N-:18]. (2) Given the reactants [F:1][C:2]1[C:3]([CH3:19])=[C:4]([C:8]2[CH:17]=[C:16]3[C:11]([CH:12]=[C:13]([NH2:18])[N:14]=[CH:15]3)=[CH:10][N:9]=2)[CH:5]=[N:6][CH:7]=1.CN(C(ON1N=NC2C=CC=NC1=2)=[N+](C)C)C.F[P-](F)(F)(F)(F)F.[F:44][C@H:45]1[CH2:47][C@H:46]1[C:48](O)=[O:49].C(N(CC)C(C)C)(C)C, predict the reaction product. The product is: [F:44][C@H:45]1[CH2:47][C@H:46]1[C:48]([NH:18][C:13]1[N:14]=[CH:15][C:16]2[C:11]([CH:12]=1)=[CH:10][N:9]=[C:8]([C:4]1[CH:5]=[N:6][CH:7]=[C:2]([F:1])[C:3]=1[CH3:19])[CH:17]=2)=[O:49]. (3) Given the reactants [O:1]1[C:5]2([CH2:10][CH2:9][N:8]([C:11]3[CH:16]=[CH:15][C:14]([N+:17]([O-])=O)=[CH:13][C:12]=3[F:20])[CH2:7][CH2:6]2)[O:4][CH2:3][CH2:2]1, predict the reaction product. The product is: [NH2:17][C:14]1[CH:15]=[CH:16][C:11]([N:8]2[CH2:9][CH2:10][C:5]3([O:1][CH2:2][CH2:3][O:4]3)[CH2:6][CH2:7]2)=[C:12]([F:20])[CH:13]=1.